This data is from Reaction yield outcomes from USPTO patents with 853,638 reactions. The task is: Predict the reaction yield, written as a fraction of the theoretical maximum amount of product (1.0 means a 100% yield; for example, 0.34 means a 34% yield). (1) The reactants are [C:1]([OH:8])(=[O:7])[CH2:2][CH2:3][C:4]([CH3:6])=O.Cl.[Cl:10][C:11]1[CH:12]=[C:13]([CH:26]=[CH:27][CH:28]=1)[C:14]([N:16]([C:18]1[CH:23]=[CH:22][C:21]([O:24][CH3:25])=[CH:20][CH:19]=1)N)=[O:15]. The catalyst is C(O)(=O)C. The product is [Cl:10][C:11]1[CH:12]=[C:13]([CH:26]=[CH:27][CH:28]=1)[C:14]([N:16]1[C:18]2[C:23](=[CH:22][C:21]([O:24][CH3:25])=[CH:20][CH:19]=2)[C:3]([CH2:2][C:1]([OH:8])=[O:7])=[C:4]1[CH3:6])=[O:15]. The yield is 0.730. (2) The reactants are Cl.[CH3:2][C:3]1([CH3:23])[CH2:7][C:6]2[CH:8]=[CH:9][CH:10]=[C:11]([CH2:12][N:13]3[CH2:17][CH2:16][C:15]4([CH2:22][CH2:21][NH:20][CH2:19][CH2:18]4)[CH2:14]3)[C:5]=2[O:4]1.[C:24](O)(=[O:31])[C:25]1[CH:30]=[CH:29][N:28]=[CH:27][CH:26]=1.CCN=C=NCCCN(C)C.C1C=CC2N(O)N=NC=2C=1.CCN(CC)CC. The catalyst is C(Cl)Cl. The product is [CH3:2][C:3]1([CH3:23])[CH2:7][C:6]2[CH:8]=[CH:9][CH:10]=[C:11]([CH2:12][N:13]3[CH2:17][CH2:16][C:15]4([CH2:22][CH2:21][N:20]([C:24](=[O:31])[C:25]5[CH:30]=[CH:29][N:28]=[CH:27][CH:26]=5)[CH2:19][CH2:18]4)[CH2:14]3)[C:5]=2[O:4]1. The yield is 0.840. (3) The reactants are [C:1]([CH:3]1[CH2:6][N:5]([C:7](=[O:33])[C@H:8]([NH:12][C:13]([C:15]2[C:23]3[C:18](=[N:19][CH:20]=[C:21](Br)[N:22]=3)[N:17]([CH2:25][O:26][CH2:27][CH2:28][Si:29]([CH3:32])([CH3:31])[CH3:30])[CH:16]=2)=[O:14])[CH:9]2[CH2:11][CH2:10]2)[CH2:4]1)#[N:2].[Cl:34][C:35]1[CH:40]=[CH:39][N:38]=[C:37]2[CH:41]=[C:42]([Sn](CCCC)(CCCC)CCCC)[S:43][C:36]=12.CCOC(C)=O. The catalyst is CN(C=O)C.[Cu]I.C1C=CC([P]([Pd]([P](C2C=CC=CC=2)(C2C=CC=CC=2)C2C=CC=CC=2)([P](C2C=CC=CC=2)(C2C=CC=CC=2)C2C=CC=CC=2)[P](C2C=CC=CC=2)(C2C=CC=CC=2)C2C=CC=CC=2)(C2C=CC=CC=2)C2C=CC=CC=2)=CC=1. The product is [C:1]([CH:3]1[CH2:6][N:5]([C:7](=[O:33])[C@H:8]([NH:12][C:13]([C:15]2[C:23]3[C:18](=[N:19][CH:20]=[C:21]([C:42]4[S:43][C:36]5[C:37](=[N:38][CH:39]=[CH:40][C:35]=5[Cl:34])[CH:41]=4)[N:22]=3)[N:17]([CH2:25][O:26][CH2:27][CH2:28][Si:29]([CH3:32])([CH3:31])[CH3:30])[CH:16]=2)=[O:14])[CH:9]2[CH2:11][CH2:10]2)[CH2:4]1)#[N:2]. The yield is 0.820. (4) The reactants are [CH3:1][O:2][C:3](=[O:21])[C:4]1[CH:9]=[CH:8][C:7]([O:10]C)=[N:6][C:5]=1[NH:12][C:13]1[CH:18]=[CH:17][C:16]([Br:19])=[CH:15][C:14]=1[F:20].C(O)(=O)C.Br. The catalyst is CCOC(C)=O. The product is [CH3:1][O:2][C:3]([C:4]1[CH:9]=[CH:8][C:7](=[O:10])[NH:6][C:5]=1[NH:12][C:13]1[CH:18]=[CH:17][C:16]([Br:19])=[CH:15][C:14]=1[F:20])=[O:21]. The yield is 0.790. (5) The reactants are [N:1]([Sn](CCCC)(CCCC)CCCC)=[N+:2]=[N-:3].[CH3:17][O:18][C:19]([CH:21]1[CH2:26][CH2:25][CH:24]([C:27]#[N:28])[CH2:23][CH2:22]1)=[O:20]. The catalyst is O1CCOCC1. The product is [CH3:17][O:18][C:19]([CH:21]1[CH2:26][CH2:25][CH:24]([C:27]2[NH:3][N:2]=[N:1][N:28]=2)[CH2:23][CH2:22]1)=[O:20]. The yield is 0.520. (6) The reactants are C(=O)([O-])[O-].[Ca+2].[C:6](Cl)(Cl)=[S:7].ClCCl.O.[NH2:14][C:15]1[CH:20]=[CH:19][C:18]([S:21]([N:24]([CH3:26])[CH3:25])(=[O:23])=[O:22])=[CH:17][CH:16]=1.Cl. No catalyst specified. The product is [N:14]([C:15]1[CH:20]=[CH:19][C:18]([S:21]([N:24]([CH3:26])[CH3:25])(=[O:23])=[O:22])=[CH:17][CH:16]=1)=[C:6]=[S:7]. The yield is 0.870.